The task is: Predict the reaction yield, written as a fraction of the theoretical maximum amount of product (1.0 means a 100% yield; for example, 0.34 means a 34% yield).. This data is from Reaction yield outcomes from USPTO patents with 853,638 reactions. (1) The yield is 0.540. The reactants are [CH3:1][C:2]1[CH:3]=[N+:4]([O-:9])[CH:5]=[C:6]([CH3:8])[CH:7]=1.C([O-])(=O)C.C([O-])(=O)C.C([O-])(=O)C.[Tl+3].[Br:23]Br. The catalyst is C(O)(=O)C. The product is [Br:23][C:7]1[C:6]([CH3:8])=[CH:5][N+:4]([O-:9])=[CH:3][C:2]=1[CH3:1]. (2) The reactants are [CH2:1]([Li])[CH2:2][CH2:3][CH3:4].[CH:6]#[C:7][CH2:8][CH2:9][CH3:10].Br[CH2:12][C:13]1[C:18]([CH2:19][CH2:20][CH3:21])=[C:17]([CH2:22][CH2:23][CH3:24])[C:16]([CH2:25][CH2:26][CH3:27])=[C:15]([CH2:28][CH2:29][CH3:30])[C:14]=1[CH2:31]Br.[CH3:33]N1C(=O)N(C)CCC1.Cl. The catalyst is C1COCC1. The product is [CH2:12]([C:13]1[C:18]([CH2:19][CH2:20][CH3:21])=[C:17]([CH2:22][CH2:23][CH3:24])[C:16]([CH2:25][CH2:26][CH3:27])=[C:15]([CH2:28][CH2:29][CH3:30])[C:14]=1[CH2:31][C:6]#[C:7][CH2:8][CH2:9][CH3:10])[C:4]#[C:3][CH2:2][CH2:1][CH3:33]. The yield is 1.00. (3) The reactants are [Cl:1][C:2]1[C:11]2[C:6](=[CH:7][CH:8]=[CH:9][CH:10]=2)[N:5]=[C:4]([C:12]([O:14]CC)=O)[N:3]=1.[F:17][C:18]1[CH:19]=[C:20]([Mg]Br)[CH:21]=[CH:22][C:23]=1[F:24].C1COCC1.[Cl-].[NH4+]. The catalyst is C1COCC1. The product is [Cl:1][C:2]1[C:11]2[C:6](=[CH:7][CH:8]=[CH:9][CH:10]=2)[N:5]=[C:4]([C:12]([C:21]2[CH:20]=[CH:19][C:18]([F:17])=[C:23]([F:24])[CH:22]=2)=[O:14])[N:3]=1. The yield is 0.260. (4) The reactants are C(O[C:6]([N:8]1[CH2:13][CH2:12][N:11](C2C(=O)N(CC(C)C)N=C(C3C=CC(C)=C(F)C=3)C=2C)[CH2:10][CH2:9]1)=O)(C)(C)C.[CH:34]1([N:37]2[C:42](=[O:43])[C:41]([CH2:44]OS(C)(=O)=O)=[CH:40][C:39]([C:50]3[CH:55]=[CH:54][C:53]([S:56]([CH3:58])=[O:57])=[CH:52][CH:51]=3)=[N:38]2)[CH2:36][CH2:35]1.[CH3:59]N1CCNCC1. No catalyst specified. The product is [CH:35]1([CH2:34][N:37]2[C:42](=[O:43])[C:41]([CH2:44][N:11]3[CH2:12][CH2:13][N:8]([CH3:6])[CH2:9][CH2:10]3)=[CH:40][C:39]([C:50]3[CH:55]=[CH:54][C:53]([S:56]([CH3:58])=[O:57])=[CH:52][CH:51]=3)=[N:38]2)[CH2:59][CH2:36]1. The yield is 0.606. (5) The reactants are Cl.[OH:2][CH:3]([CH2:7][C:8]1[CH:13]=[CH:12][CH:11]=[CH:10][CH:9]=1)[C:4]([OH:6])=[O:5].[C:14]([O-])(O)=O.[Na+]. The catalyst is CO. The product is [CH3:14][O:5][C:4](=[O:6])[CH:3]([OH:2])[CH2:7][C:8]1[CH:13]=[CH:12][CH:11]=[CH:10][CH:9]=1. The yield is 0.900. (6) The reactants are [CH:1]1([CH2:6][CH:7]([C:11]2[CH:16]=[CH:15][C:14]([S:17][C:18]([F:21])([F:20])[F:19])=[CH:13][CH:12]=2)[C:8]([OH:10])=[O:9])[CH2:5][CH2:4][CH2:3][CH2:2]1.[CH3:22]O. The catalyst is S(=O)(=O)(O)O. The product is [CH3:22][O:9][C:8](=[O:10])[CH:7]([C:11]1[CH:16]=[CH:15][C:14]([S:17][C:18]([F:21])([F:19])[F:20])=[CH:13][CH:12]=1)[CH2:6][CH:1]1[CH2:5][CH2:4][CH2:3][CH2:2]1. The yield is 0.990.